This data is from Reaction yield outcomes from USPTO patents with 853,638 reactions. The task is: Predict the reaction yield, written as a fraction of the theoretical maximum amount of product (1.0 means a 100% yield; for example, 0.34 means a 34% yield). The reactants are Br[C:2]1[CH:3]=[C:4]([C:8]2([C:18]3[CH:23]=[CH:22][N:21]=[C:20]([CH2:24][CH3:25])[CH:19]=3)[C:16]3[C:11](=[CH:12][CH:13]=[CH:14][CH:15]=3)[C:10]([NH2:17])=[N:9]2)[CH:5]=[CH:6][CH:7]=1.[N:26]1[CH:31]=[C:30](B(O)O)[CH:29]=[N:28][CH:27]=1. No catalyst specified. The product is [CH2:24]([C:20]1[CH:19]=[C:18]([C:8]2([C:4]3[CH:5]=[CH:6][CH:7]=[C:2]([C:30]4[CH:31]=[N:26][CH:27]=[N:28][CH:29]=4)[CH:3]=3)[C:16]3[C:11](=[CH:12][CH:13]=[CH:14][CH:15]=3)[C:10]([NH2:17])=[N:9]2)[CH:23]=[CH:22][N:21]=1)[CH3:25]. The yield is 0.580.